Regression. Given a peptide amino acid sequence and an MHC pseudo amino acid sequence, predict their binding affinity value. This is MHC class II binding data. From a dataset of Peptide-MHC class II binding affinity with 134,281 pairs from IEDB. (1) The peptide sequence is EKKYFAATQFEPLAW. The MHC is DRB1_1001 with pseudo-sequence DRB1_1001. The binding affinity (normalized) is 0.576. (2) The peptide sequence is GAVDIINKWQVVAPQ. The MHC is DRB1_0101 with pseudo-sequence DRB1_0101. The binding affinity (normalized) is 0.217. (3) The peptide sequence is ARGPEGAQGPRGEPGT. The MHC is HLA-DQA10301-DQB10302 with pseudo-sequence HLA-DQA10301-DQB10302. The binding affinity (normalized) is 0. (4) The peptide sequence is ERKILRPRWIDARVYSDH. The MHC is DRB1_1101 with pseudo-sequence DRB1_1101. The binding affinity (normalized) is 0.0740. (5) The binding affinity (normalized) is 0.846. The peptide sequence is YDKFLANVVTVLTGK. The MHC is DRB1_0101 with pseudo-sequence DRB1_0101. (6) The peptide sequence is ALQSHDDVALVSVMW. The MHC is HLA-DQA10102-DQB10602 with pseudo-sequence HLA-DQA10102-DQB10602. The binding affinity (normalized) is 0.548. (7) The peptide sequence is EDDLLNRNNTFKPFA. The MHC is HLA-DQA10102-DQB10602 with pseudo-sequence HLA-DQA10102-DQB10602. The binding affinity (normalized) is 0.0324. (8) The peptide sequence is NGVIKILTYPWDRIE. The MHC is DRB1_0801 with pseudo-sequence DRB1_0801. The binding affinity (normalized) is 0.683. (9) The peptide sequence is ISPSFLVYSFFVHDL. The MHC is HLA-DQA10101-DQB10501 with pseudo-sequence HLA-DQA10101-DQB10501. The binding affinity (normalized) is 0.290. (10) The binding affinity (normalized) is 0.549. The MHC is DRB1_0901 with pseudo-sequence DRB1_0901. The peptide sequence is WCCRSCTMPPVSFHG.